Dataset: Plasma protein binding rate (PPBR) regression data from AstraZeneca. Task: Regression/Classification. Given a drug SMILES string, predict its absorption, distribution, metabolism, or excretion properties. Task type varies by dataset: regression for continuous measurements (e.g., permeability, clearance, half-life) or binary classification for categorical outcomes (e.g., BBB penetration, CYP inhibition). For this dataset (ppbr_az), we predict Y. (1) The molecule is C[C@H](CN(C(=O)c1ccc(C#N)cc1)c1ccccn1)N1CCN(c2cccc3c2OCCO3)CC1. The Y is 99.1 %. (2) The molecule is N#CN=C(N)c1sc(Nc2ccccc2)nc1N. The Y is 89.7 %. (3) The drug is CCCc1cc(=O)[nH]c(=S)[nH]1. The Y is 40.9 %.